Dataset: Reaction yield outcomes from USPTO patents with 853,638 reactions. Task: Predict the reaction yield, written as a fraction of the theoretical maximum amount of product (1.0 means a 100% yield; for example, 0.34 means a 34% yield). (1) The yield is 0.800. The catalyst is CS(C)=O.[Cu]I. The reactants are Br[C:2]1[CH:3]=[C:4]([CH:8]2[C:17]([CH3:19])([CH3:18])[CH2:16][C:15]3[C:10](=[CH:11][CH:12]=[C:13]([C:20]([OH:22])=[O:21])[CH:14]=3)[NH:9]2)[CH:5]=[CH:6][CH:7]=1.[F:23][CH:24]1[CH2:27][NH:26][CH2:25]1.Cl.CN(C)CC(O)=O.C(=O)([O-])[O-].[K+].[K+]. The product is [F:23][CH:24]1[CH2:27][N:26]([C:2]2[CH:3]=[C:4]([CH:8]3[C:17]([CH3:19])([CH3:18])[CH2:16][C:15]4[C:10](=[CH:11][CH:12]=[C:13]([C:20]([OH:22])=[O:21])[CH:14]=4)[NH:9]3)[CH:5]=[CH:6][CH:7]=2)[CH2:25]1. (2) The reactants are [N:1]1[CH:6]=[CH:5][CH:4]=[CH:3][C:2]=1[CH2:7][CH2:8][C:9]1[CH:16]=[CH:15][C:12]([CH2:13][OH:14])=[CH:11][CH:10]=1. The catalyst is [O-2].[O-2].[Mn+4].C(OCC)(=O)C. The product is [N:1]1[CH:6]=[CH:5][CH:4]=[CH:3][C:2]=1[CH2:7][CH2:8][C:9]1[CH:10]=[CH:11][C:12]([CH:13]=[O:14])=[CH:15][CH:16]=1. The yield is 0.820. (3) The reactants are [NH:1]1[CH2:7][CH2:6][CH2:5][CH2:4][C:3]2[CH:8]=[CH:9][CH:10]=[CH:11][C:2]1=2.[N+:12]([O-])([O-:14])=[O:13].[K+].N. The catalyst is OS(O)(=O)=O. The product is [N+:12]([C:10]1[CH:9]=[CH:8][C:3]2[CH2:4][CH2:5][CH2:6][CH2:7][NH:1][C:2]=2[CH:11]=1)([O-:14])=[O:13]. The yield is 0.510. (4) The reactants are [Si]([O:8][CH2:9][CH2:10][CH2:11][CH2:12][CH2:13][CH2:14][CH2:15][C:16]1[CH:17]=[N:18][CH:19]=[CH:20][CH:21]=1)(C(C)(C)C)(C)C.[F-].C([N+](CCCC)(CCCC)CCCC)CCC. The yield is 0.800. The product is [N:18]1[CH:19]=[CH:20][CH:21]=[C:16]([CH2:15][CH2:14][CH2:13][CH2:12][CH2:11][CH2:10][CH2:9][OH:8])[CH:17]=1. The catalyst is O1CCCC1. (5) The reactants are [CH3:1][N:2]1[CH:6]=[C:5]([C:7]2[C:11]([CH3:12])=[C:10]([NH2:13])[N:9]([C:14]3[CH:19]=[CH:18][CH:17]=[CH:16][CH:15]=3)[N:8]=2)[CH:4]=[N:3]1.[OH-].[Na+].[C:22](Cl)(=[O:30])[O:23][C:24]1[CH:29]=[CH:28][CH:27]=[CH:26][CH:25]=1. The catalyst is CCOC(C)=O. The product is [CH3:1][N:2]1[CH:6]=[C:5]([C:7]2[C:11]([CH3:12])=[C:10]([NH:13][C:22](=[O:30])[O:23][C:24]3[CH:29]=[CH:28][CH:27]=[CH:26][CH:25]=3)[N:9]([C:14]3[CH:19]=[CH:18][CH:17]=[CH:16][CH:15]=3)[N:8]=2)[CH:4]=[N:3]1. The yield is 0.814. (6) The reactants are [NH:1]1[C:10]2[C:5](=[CH:6][C:7]([C:11](=[O:13])[CH3:12])=[CH:8][CH:9]=2)[CH2:4][CH2:3][CH2:2]1.[C:14](O[C:14]([O:16][C:17]([CH3:20])([CH3:19])[CH3:18])=[O:15])([O:16][C:17]([CH3:20])([CH3:19])[CH3:18])=[O:15]. The catalyst is CN(C1C=CN=CC=1)C. The product is [C:17]([O:16][C:14]([N:1]1[C:10]2[C:5](=[CH:6][C:7]([C:11](=[O:13])[CH3:12])=[CH:8][CH:9]=2)[CH2:4][CH2:3][CH2:2]1)=[O:15])([CH3:20])([CH3:19])[CH3:18]. The yield is 0.940. (7) The reactants are [NH2:1][C:2]1[CH:7]=[CH:6][C:5]([OH:8])=[CH:4][CH:3]=1.[CH3:9][C:10]([CH3:16])([CH3:15])[CH2:11][C:12](Cl)=[O:13].N1C=CC=CC=1. The catalyst is ClCCl. The product is [OH:8][C:5]1[CH:6]=[CH:7][C:2]([NH:1][C:12](=[O:13])[CH2:11][C:10]([CH3:16])([CH3:15])[CH3:9])=[CH:3][CH:4]=1. The yield is 0.310. (8) The reactants are [F:1][C:2]1[CH:24]=[CH:23][C:5]([CH2:6][C:7]2[N:11]([CH2:12][C:13]([O:15]C)=[O:14])[N:10]=[C:9]([C:17]3[CH:22]=[CH:21][N:20]=[CH:19][CH:18]=3)[CH:8]=2)=[CH:4][CH:3]=1.C1COCC1.[Li+].[OH-]. The catalyst is CO. The product is [F:1][C:2]1[CH:3]=[CH:4][C:5]([CH2:6][C:7]2[N:11]([CH2:12][C:13]([OH:15])=[O:14])[N:10]=[C:9]([C:17]3[CH:22]=[CH:21][N:20]=[CH:19][CH:18]=3)[CH:8]=2)=[CH:23][CH:24]=1. The yield is 0.930.